The task is: Predict the product of the given reaction.. This data is from Forward reaction prediction with 1.9M reactions from USPTO patents (1976-2016). (1) The product is: [C:34]([O:33][C:30]1[CH:21]=[C:22]2[C:17](=[CH:18][CH:31]=1)[N:16]=[C:15]([C:24]1[CH:29]=[CH:28][CH:27]=[CH:26][CH:25]=1)[CH:14]=[C:13]2[C:11]([OH:12])=[O:10])(=[O:36])[CH3:35]. Given the reactants [OH-].[Na+].O1CCCC1.C([O:10][C:11]([C:13]1[C:22]2[C:17](=[CH:18]C=C(O)[CH:21]=2)[N:16]=[C:15]([C:24]2[CH:29]=[CH:28][CH:27]=[CH:26][CH:25]=2)[CH:14]=1)=[O:12])C.[C:30]([O:33][C:34](=[O:36])[CH3:35])(=O)[CH3:31], predict the reaction product. (2) Given the reactants [OH:1][C:2]1[CH:6]([CH:7]([CH3:9])[CH3:8])[NH:5][C:4](=[O:10])[CH:3]=1.[F:11][C:12]1[CH:13]=[C:14]([CH:17]=[CH:18][CH:19]=1)[CH:15]=O.[NH:20]1[C:28]2[C:23](=[CH:24][CH:25]=[CH:26][CH:27]=2)[C:22]([CH2:29][CH2:30][NH:31][C:32](=[O:34])[CH3:33])=[CH:21]1, predict the reaction product. The product is: [F:11][C:12]1[CH:13]=[C:14]([CH:15]([C:3]2[C:4](=[O:10])[NH:5][CH:6]([CH:7]([CH3:9])[CH3:8])[C:2]=2[OH:1])[C:21]2[NH:20][C:28]3[C:23]([C:22]=2[CH2:29][CH2:30][NH:31][C:32](=[O:34])[CH3:33])=[CH:24][CH:25]=[CH:26][CH:27]=3)[CH:17]=[CH:18][CH:19]=1. (3) Given the reactants [F:1][C:2]1[CH:7]=[CH:6][C:5]([S:8]([C:11]2[CH:12]=[CH:13][C:14]([CH2:21][CH2:22][CH3:23])=[C:15]([S:17](Cl)(=[O:19])=[O:18])[CH:16]=2)(=[O:10])=[O:9])=[CH:4][CH:3]=1.[N:24]1[CH:29]=[CH:28][CH:27]=[C:26]([CH2:30][CH2:31][NH2:32])[CH:25]=1, predict the reaction product. The product is: [F:1][C:2]1[CH:7]=[CH:6][C:5]([S:8]([C:11]2[CH:12]=[CH:13][C:14]([CH2:21][CH2:22][CH3:23])=[C:15]([S:17]([NH:32][CH2:31][CH2:30][C:26]3[CH:25]=[N:24][CH:29]=[CH:28][CH:27]=3)(=[O:19])=[O:18])[CH:16]=2)(=[O:10])=[O:9])=[CH:4][CH:3]=1. (4) Given the reactants [CH3:1][O:2][C:3]1[C:24]([O:25][CH2:26][CH2:27][CH2:28][CH2:29][CH2:30][C:31]([OH:33])=[O:32])=[CH:23][C:6]2[N:7]([C:16]3[CH:21]=[CH:20][C:19]([CH3:22])=[CH:18][CH:17]=3)[C:8]([C:10]3[CH:15]=[CH:14][CH:13]=[CH:12][CH:11]=3)=[N:9][C:5]=2[CH:4]=1.[C:34](=O)(O)[O-].[K+], predict the reaction product. The product is: [CH3:34][O:32][C:31](=[O:33])[CH2:30][CH2:29][CH2:28][CH2:27][CH2:26][O:25][C:24]1[C:3]([O:2][CH3:1])=[CH:4][C:5]2[N:9]=[C:8]([C:10]3[CH:15]=[CH:14][CH:13]=[CH:12][CH:11]=3)[N:7]([C:16]3[CH:21]=[CH:20][C:19]([CH3:22])=[CH:18][CH:17]=3)[C:6]=2[CH:23]=1. (5) Given the reactants [F:1][C:2]([F:33])([C:17]([F:32])([F:31])[C:18]([F:30])([F:29])[C:19]([F:28])([F:27])[C:20]([F:26])([F:25])[C:21]([F:24])([F:23])[F:22])[CH2:3][CH2:4][O:5][CH2:6][CH2:7][CH2:8][CH2:9][CH2:10][CH2:11][CH2:12][CH2:13][CH2:14][CH:15]=[CH2:16].CO.[S:36]1C=CC=C1CC(O)=O.Cl.Cl.N(C(C)(C)C(N)=N)=NC(C)(C)C(N)=N.[C:61]([O:64]CC)(=O)[CH3:62].CCCCCC, predict the reaction product. The product is: [F:1][C:2]([F:33])([C:17]([F:31])([F:32])[C:18]([F:29])([F:30])[C:19]([F:27])([F:28])[C:20]([F:25])([F:26])[C:21]([F:23])([F:24])[F:22])[CH2:3][CH2:4][O:5][CH:6]([S:36][C:61](=[O:64])[CH3:62])[CH2:7][CH2:8][CH2:9][CH2:10][CH2:11][CH2:12][CH2:13][CH2:14][CH2:15][CH3:16]. (6) Given the reactants [C-:1]#[N:2].[Na+].[CH:4]1[C:9]([CH:10]=O)=[CH:8][C:7]2[O:12][CH2:13][O:14][C:6]=2[CH:5]=1.[CH3:15][C:16]1[CH:21]=[CH:20][C:19](S(C[N+]#[C-])(=O)=O)=[CH:18][CH:17]=1.[CH2:28]([NH2:35])C1C=CC=CC=1, predict the reaction product. The product is: [O:14]1[C:6]2[CH:5]=[CH:4][C:9]([C:10]3[N:2]=[CH:1][N:35]([CH2:15][C:16]4[CH:17]=[CH:18][CH:19]=[CH:20][CH:21]=4)[CH:28]=3)=[CH:8][C:7]=2[O:12][CH2:13]1. (7) Given the reactants [CH3:1][O:2][C:3](=[O:30])[CH:4]([N:12](S(C1C(C)=CC(OC)=C(C)C=1C)(=O)=O)[CH2:13][C:14]#[CH:15])[CH2:5][C:6]1[CH:11]=[CH:10][CH:9]=[CH:8][CH:7]=1.CSCC, predict the reaction product. The product is: [CH3:1][O:2][C:3](=[O:30])[CH:4]([NH:12][CH2:13][C:14]#[CH:15])[CH2:5][C:6]1[CH:11]=[CH:10][CH:9]=[CH:8][CH:7]=1. (8) The product is: [C:28]([O:27][C:25](=[O:26])[N:24]([CH2:32][C:33]1[CH:41]=[CH:40][C:36]2[O:37][CH2:38][O:39][C:35]=2[CH:34]=1)[CH2:23][CH2:22][NH:21][CH:8]([C:9]1[CH:14]=[C:13]([CH3:15])[N:12]=[C:11]([N:16]2[CH:20]=[CH:19][N:18]=[CH:17]2)[N:10]=1)[CH2:7][C:6](=[O:42])[NH:2][CH3:1])([CH3:31])([CH3:30])[CH3:29]. Given the reactants [CH3:1][NH2:2].C(O[C:6](=[O:42])[CH2:7][CH:8]([NH:21][CH2:22][CH2:23][N:24]([CH2:32][C:33]1[CH:41]=[CH:40][C:36]2[O:37][CH2:38][O:39][C:35]=2[CH:34]=1)[C:25]([O:27][C:28]([CH3:31])([CH3:30])[CH3:29])=[O:26])[C:9]1[CH:14]=[C:13]([CH3:15])[N:12]=[C:11]([N:16]2[CH:20]=[CH:19][N:18]=[CH:17]2)[N:10]=1)C, predict the reaction product. (9) Given the reactants [NH2:1][C:2]1[CH:15]=[CH:14][C:5]2[NH:6][C:7](=[O:13])[CH2:8][CH2:9][C:10]([CH3:12])([CH3:11])[C:4]=2[CH:3]=1.[C:16]([NH:19][C:20]1[CH:29]=[CH:28][C:23]([C:24]([NH:26][CH3:27])=[O:25])=[C:22]([NH:30][C:31]2[C:36]([Cl:37])=[CH:35][N:34]=[C:33](Cl)[N:32]=2)[CH:21]=1)(=[O:18])[CH3:17], predict the reaction product. The product is: [C:16]([NH:19][C:20]1[CH:29]=[CH:28][C:23]([C:24]([NH:26][CH3:27])=[O:25])=[C:22]([NH:30][C:31]2[C:36]([Cl:37])=[CH:35][N:34]=[C:33]([NH:1][C:2]3[CH:15]=[CH:14][C:5]4[NH:6][C:7](=[O:13])[CH2:8][CH2:9][C:10]([CH3:12])([CH3:11])[C:4]=4[CH:3]=3)[N:32]=2)[CH:21]=1)(=[O:18])[CH3:17]. (10) Given the reactants [F:1][C:2]1[CH:7]=[CH:6][CH:5]=[CH:4][C:3]=1[C:8]1[N:9]=[C:10]([CH2:28][N:29](C)[C:30](=O)OC(C)(C)C)[S:11][C:12]=1[S:13]([C:16]1[CH:21]=[CH:20][CH:19]=[C:18]([N:22]2[CH2:26][CH2:25][CH2:24][C:23]2=[O:27])[CH:17]=1)(=[O:15])=[O:14].C(OCC)(=O)C.[ClH:44], predict the reaction product. The product is: [ClH:44].[F:1][C:2]1[CH:7]=[CH:6][CH:5]=[CH:4][C:3]=1[C:8]1[N:9]=[C:10]([CH2:28][NH:29][CH3:30])[S:11][C:12]=1[S:13]([C:16]1[CH:17]=[C:18]([N:22]2[CH2:26][CH2:25][CH2:24][C:23]2=[O:27])[CH:19]=[CH:20][CH:21]=1)(=[O:15])=[O:14].